Dataset: Forward reaction prediction with 1.9M reactions from USPTO patents (1976-2016). Task: Predict the product of the given reaction. (1) Given the reactants [Cl:1][C:2]1[CH:26]=[CH:25][C:5]([CH2:6][N:7]2[C:15]3[C:10](=[CH:11][C:12]([CH:16]=[C:17]4[S:21][C:20](SC)=[N:19][C:18]4=[O:24])=[CH:13][CH:14]=3)[CH:9]=[N:8]2)=[C:4]([C:27]([F:30])([F:29])[F:28])[CH:3]=1.[OH:31][C@H:32]1[CH2:36][NH:35][C@H:34]([C:37]([OH:39])=[O:38])[CH2:33]1, predict the reaction product. The product is: [Cl:1][C:2]1[CH:26]=[CH:25][C:5]([CH2:6][N:7]2[C:15]3[C:10](=[CH:11][C:12]([CH:16]=[C:17]4[S:21][C:20]([N:35]5[CH2:36][C@H:32]([OH:31])[CH2:33][C@H:34]5[C:37]([OH:39])=[O:38])=[N:19][C:18]4=[O:24])=[CH:13][CH:14]=3)[CH:9]=[N:8]2)=[C:4]([C:27]([F:28])([F:30])[F:29])[CH:3]=1. (2) The product is: [CH:14]1([CH2:17][CH2:18][NH:19][C:20]([C:22]2[N:23]=[N:24][C:25]([N:28]3[CH2:33][CH2:32][N:31]([CH2:7][C:6]4[CH:9]=[C:2]([Cl:1])[CH:3]=[CH:4][C:5]=4[C:10]([F:13])([F:12])[F:11])[CH2:30][CH2:29]3)=[CH:26][CH:27]=2)=[O:21])[CH2:16][CH2:15]1. Given the reactants [Cl:1][C:2]1[CH:3]=[CH:4][C:5]([C:10]([F:13])([F:12])[F:11])=[C:6]([CH:9]=1)[CH2:7]Cl.[CH:14]1([CH2:17][CH2:18][NH:19][C:20]([C:22]2[N:23]=[N:24][C:25]([N:28]3[CH2:33][CH2:32][NH:31][CH2:30][CH2:29]3)=[CH:26][CH:27]=2)=[O:21])[CH2:16][CH2:15]1, predict the reaction product.